This data is from Full USPTO retrosynthesis dataset with 1.9M reactions from patents (1976-2016). The task is: Predict the reactants needed to synthesize the given product. (1) Given the product [Cl:14][C:9]1[CH:10]=[CH:11][CH:12]=[CH:13][C:8]=1[C:6]1[N:7]=[C:2]([NH:29][C:25]2[C:24]3[C:28](=[C:20]([F:19])[CH:21]=[CH:22][CH:23]=3)[NH:27][N:26]=2)[C:3]2[CH:18]=[CH:17][CH:16]=[N:15][C:4]=2[N:5]=1, predict the reactants needed to synthesize it. The reactants are: Cl[C:2]1[C:3]2[CH:18]=[CH:17][CH:16]=[N:15][C:4]=2[N:5]=[C:6]([C:8]2[CH:13]=[CH:12][CH:11]=[CH:10][C:9]=2[Cl:14])[N:7]=1.[F:19][C:20]1[CH:21]=[CH:22][CH:23]=[C:24]2[C:28]=1[NH:27][N:26]=[C:25]2[NH2:29]. (2) Given the product [NH:1]1[C:9]2[C:4](=[CH:5][CH:6]=[CH:7][C:8]=2[CH:10]=[CH:11][C:12]([NH:14][S:15]([C:18]2[S:19][CH:20]=[CH:21][CH:22]=2)(=[O:16])=[O:17])=[O:13])[CH:3]=[CH:2]1, predict the reactants needed to synthesize it. The reactants are: [NH:1]1[C:9]2[C:4](=[CH:5][CH:6]=[CH:7][C:8]=2/[CH:10]=[CH:11]/[C:12]([NH:14][S:15]([C:18]2[S:19][CH:20]=[CH:21][CH:22]=2)(=[O:17])=[O:16])=[O:13])[CH:3]=[CH:2]1.S1C=CC=C1S(N)(=O)=O.Cl.CN(C)CCCN=C=NCC.N1C2C(=CC=CC=2C=CC(O)=O)C=C1.Cl. (3) Given the product [CH:1]1([C:4]2[CH:5]=[C:6]([NH:10][C:11]3[O:12][CH2:13][C:14]4[CH:20]=[C:19]([NH:21][S:25]([CH:22]5[CH2:24][CH2:23]5)(=[O:27])=[O:26])[CH:18]=[CH:17][C:15]=4[N:16]=3)[CH:7]=[CH:8][CH:9]=2)[CH2:3][CH2:2]1, predict the reactants needed to synthesize it. The reactants are: [CH:1]1([C:4]2[CH:5]=[C:6]([NH:10][C:11]3[O:12][CH2:13][C:14]4[CH:20]=[C:19]([NH2:21])[CH:18]=[CH:17][C:15]=4[N:16]=3)[CH:7]=[CH:8][CH:9]=2)[CH2:3][CH2:2]1.[CH:22]1([S:25](Cl)(=[O:27])=[O:26])[CH2:24][CH2:23]1. (4) The reactants are: [C:1]([O:5][C:6]([N:8]1[CH:12](B2OC(C)(C)C(C)(C)O2)[CH:11]=[CH:10][CH2:9]1)=[O:7])([CH3:4])([CH3:3])[CH3:2].Br[C:23]1[C:28]([F:29])=[CH:27][CH:26]=[CH:25][N:24]=1. Given the product [C:1]([O:5][C:6]([N:8]1[CH2:9][CH:10]=[C:11]([C:23]2[C:28]([F:29])=[CH:27][CH:26]=[CH:25][N:24]=2)[CH2:12]1)=[O:7])([CH3:2])([CH3:3])[CH3:4], predict the reactants needed to synthesize it. (5) Given the product [Cl:41][C:35]1[CH:36]=[C:37]([Cl:40])[CH:38]=[CH:39][C:34]=1[CH2:33][NH:32][C:30]([C:18]1[C:17](=[O:42])[C:16]2[C:21](=[C:22]([O:23][CH3:24])[C:13]([N:9]3[CH2:8][CH:7]([CH3:44])[N:6]([CH2:5][C:4]([OH:45])=[O:3])[CH:11]([CH3:12])[CH2:10]3)=[C:14]([F:43])[CH:15]=2)[N:20]([CH2:25][C:26]([F:27])([F:28])[F:29])[CH:19]=1)=[O:31], predict the reactants needed to synthesize it. The reactants are: C([O:3][C:4](=[O:45])[CH2:5][N:6]1[CH:11]([CH3:12])[CH2:10][N:9]([C:13]2[C:22]([O:23][CH3:24])=[C:21]3[C:16]([C:17](=[O:42])[C:18]([C:30]([NH:32][CH2:33][C:34]4[CH:39]=[CH:38][C:37]([Cl:40])=[CH:36][C:35]=4[Cl:41])=[O:31])=[CH:19][N:20]3[CH2:25][C:26]([F:29])([F:28])[F:27])=[CH:15][C:14]=2[F:43])[CH2:8][CH:7]1[CH3:44])C.[OH-].[Li+].CS(C)=O.